From a dataset of Peptide-MHC class I binding affinity with 185,985 pairs from IEDB/IMGT. Regression. Given a peptide amino acid sequence and an MHC pseudo amino acid sequence, predict their binding affinity value. This is MHC class I binding data. (1) The peptide sequence is DETFVHSGF. The MHC is HLA-B57:01 with pseudo-sequence HLA-B57:01. The binding affinity (normalized) is 0.0847. (2) The peptide sequence is NYSGVVTTI. The MHC is HLA-A29:02 with pseudo-sequence HLA-A29:02. The binding affinity (normalized) is 0. (3) The peptide sequence is FRYNGLIHR. The MHC is HLA-B35:03 with pseudo-sequence HLA-B35:03. The binding affinity (normalized) is 0. (4) The binding affinity (normalized) is 0.265. The MHC is HLA-B08:01 with pseudo-sequence HLA-B08:01. The peptide sequence is FYRNISDPL.